From a dataset of Full USPTO retrosynthesis dataset with 1.9M reactions from patents (1976-2016). Predict the reactants needed to synthesize the given product. Given the product [NH2:3][C@H:12]1[CH2:17][CH2:16][C@H:15]([O:18][CH2:19][C:20]([N:22]([CH3:24])[CH3:23])=[O:21])[CH2:14][CH2:13]1, predict the reactants needed to synthesize it. The reactants are: O=C1C2C(=CC=CC=2)C(=O)[N:3]1[C@H:12]1[CH2:17][CH2:16][C@H:15]([O:18][CH2:19][C:20]([N:22]([CH3:24])[CH3:23])=[O:21])[CH2:14][CH2:13]1.O.NN.[OH-].[Na+].